Dataset: Forward reaction prediction with 1.9M reactions from USPTO patents (1976-2016). Task: Predict the product of the given reaction. Given the reactants [Na].[CH2:2]([N:9]1[CH2:13][CH2:12][CH:11]([C:14]2[N:19]=[CH:18][C:17](Br)=[CH:16][N:15]=2)[CH2:10]1)[C:3]1[CH:8]=[CH:7][CH:6]=[CH:5][CH:4]=1.[CH3:21][OH:22], predict the reaction product. The product is: [CH2:2]([N:9]1[CH2:13][CH2:12][CH:11]([C:14]2[N:19]=[CH:18][C:17]([O:22][CH3:21])=[CH:16][N:15]=2)[CH2:10]1)[C:3]1[CH:8]=[CH:7][CH:6]=[CH:5][CH:4]=1.